From a dataset of Reaction yield outcomes from USPTO patents with 853,638 reactions. Predict the reaction yield, written as a fraction of the theoretical maximum amount of product (1.0 means a 100% yield; for example, 0.34 means a 34% yield). (1) The reactants are FC(F)(F)C(O)=O.C(OC([N:15]1[CH2:20][CH2:19][N:18]([C:21]2[N:26]=[C:25]([C:27]3[CH:32]=[C:31]([Cl:33])[CH:30]=[CH:29][C:28]=3[O:34][C:35]3[CH:40]=[CH:39][C:38]([S:41]([NH:44][C:45]4[S:49][N:48]=[CH:47][N:46]=4)(=[O:43])=[O:42])=[CH:37][C:36]=3[C:50]#[N:51])[CH:24]=[CH:23][N:22]=2)[CH2:17][CH2:16]1)=O)(C)(C)C.C(Cl)Cl. No catalyst specified. The product is [Cl:33][C:31]1[CH:30]=[CH:29][C:28]([O:34][C:35]2[CH:40]=[CH:39][C:38]([S:41]([NH:44][C:45]3[S:49][N:48]=[CH:47][N:46]=3)(=[O:42])=[O:43])=[CH:37][C:36]=2[C:50]#[N:51])=[C:27]([C:25]2[CH:24]=[CH:23][N:22]=[C:21]([N:18]3[CH2:19][CH2:20][NH:15][CH2:16][CH2:17]3)[N:26]=2)[CH:32]=1. The yield is 0.510. (2) The reactants are [Br:1][C:2]1[CH:3]=[C:4]([CH2:10][CH2:11][C:12]([N:14]([CH3:16])[CH3:15])=O)[C:5]([O:8][CH3:9])=[N:6][CH:7]=1.B.O1CCCC1. The catalyst is C1COCC1. The product is [Br:1][C:2]1[CH:3]=[C:4]([CH2:10][CH2:11][CH2:12][N:14]([CH3:16])[CH3:15])[C:5]([O:8][CH3:9])=[N:6][CH:7]=1. The yield is 0.400. (3) The reactants are [Br:1][C:2]1[CH:7]=[CH:6][C:5]([OH:8])=[CH:4][CH:3]=1.C(=O)([O-])[O-].[K+].[K+].[Br:15][CH2:16][CH2:17][CH2:18]Br.O. The catalyst is CN(C=O)C. The product is [Br:1][C:2]1[CH:7]=[CH:6][C:5]([O:8][CH2:18][CH2:17][CH2:16][Br:15])=[CH:4][CH:3]=1. The yield is 0.690. (4) The reactants are [Br:1][C:2]1[CH:3]=[N:4][C:5](Cl)=[N:6][CH:7]=1.[N:9]12CCN(CC1)C[CH2:10]2. The catalyst is O.CS(C)=O. The product is [Br:1][C:2]1[CH:3]=[N:4][C:5]([C:10]#[N:9])=[N:6][CH:7]=1. The yield is 0.840. (5) The reactants are FC(F)(F)C(O)=O.[OH:8][CH2:9][C:10]1([CH2:23][C:24]([CH3:26])=[CH2:25])[CH2:15][CH2:14][N:13](C(OC(C)(C)C)=O)[CH2:12][CH2:11]1. The catalyst is ClCCl. The product is [CH3:25][C:24]1([CH3:26])[CH2:23][C:10]2([CH2:15][CH2:14][NH:13][CH2:12][CH2:11]2)[CH2:9][O:8]1. The yield is 0.560. (6) The reactants are [H-].[H-].[H-].[H-].[Li+].[Al+3].[F:7][C:8]1[CH:16]=[C:15]2[C:11]([C:12]([C:26]3[CH:27]=[N:28][N:29]([CH2:31][CH2:32][NH:33][C:34](=O)OC(C)(C)C)[CH:30]=3)=[CH:13][N:14]2S(C2C=CC=CC=2)(=O)=O)=[CH:10][CH:9]=1.O.[OH-].[Na+]. The catalyst is C1COCC1. The product is [F:7][C:8]1[CH:16]=[C:15]2[C:11]([C:12]([C:26]3[CH:27]=[N:28][N:29]([CH2:31][CH2:32][NH:33][CH3:34])[CH:30]=3)=[CH:13][NH:14]2)=[CH:10][CH:9]=1. The yield is 0.620. (7) The reactants are Cl[C:2]1[C:7]([CH3:8])=[CH:6][N:5]=[C:4]([NH2:9])[N:3]=1.[CH3:10][O:11][C:12]1[N:17]=[CH:16][C:15](B(O)O)=[CH:14][CH:13]=1.C([O-])([O-])=O.[Na+].[Na+]. No catalyst specified. The product is [CH3:10][O:11][C:12]1[N:17]=[CH:16][C:15]([C:2]2[C:7]([CH3:8])=[CH:6][N:5]=[C:4]([NH2:9])[N:3]=2)=[CH:14][CH:13]=1. The yield is 0.430. (8) The reactants are [H-].[Na+:2].[C:3]([O:9][CH2:10][CH3:11])(=[O:8])[CH2:4][C:5]([CH3:7])=O.Cl[CH2:13][C:14](=[O:20])[CH2:15][C:16]([O:18][CH3:19])=[O:17]. The catalyst is C1COCC1. The product is [CH2:10]([O:9][C:3]([C:4]1[CH2:13][C:14]([O-:20])=[C:15]([C:16]([O:18][CH3:19])=[O:17])[C:5]=1[CH3:7])=[O:8])[CH3:11].[Na+:2]. The yield is 0.980. (9) The yield is 0.992. The reactants are [OH-].[Li+].C[O:4][C:5](=[O:15])[C:6]1[CH2:7][N:8]([CH2:13][CH3:14])[C:9]([OH:12])=[CH:10][CH:11]=1. The product is [CH2:13]([N:8]1[C:9]([OH:12])=[CH:10][CH:11]=[C:6]([C:5]([OH:15])=[O:4])[CH2:7]1)[CH3:14]. The catalyst is O1CCOCC1.O.